From a dataset of NCI-60 drug combinations with 297,098 pairs across 59 cell lines. Regression. Given two drug SMILES strings and cell line genomic features, predict the synergy score measuring deviation from expected non-interaction effect. (1) Drug 1: CC12CCC(CC1=CCC3C2CCC4(C3CC=C4C5=CN=CC=C5)C)O. Drug 2: CS(=O)(=O)OCCCCOS(=O)(=O)C. Cell line: MALME-3M. Synergy scores: CSS=6.38, Synergy_ZIP=-0.964, Synergy_Bliss=0.164, Synergy_Loewe=-3.67, Synergy_HSA=-2.04. (2) Cell line: PC-3. Drug 2: CC1=C(C=C(C=C1)C(=O)NC2=CC(=CC(=C2)C(F)(F)F)N3C=C(N=C3)C)NC4=NC=CC(=N4)C5=CN=CC=C5. Drug 1: C1C(C(OC1N2C=NC3=C(N=C(N=C32)Cl)N)CO)O. Synergy scores: CSS=10.5, Synergy_ZIP=-2.17, Synergy_Bliss=2.14, Synergy_Loewe=-5.90, Synergy_HSA=-1.38. (3) Drug 1: C1CCC(C1)C(CC#N)N2C=C(C=N2)C3=C4C=CNC4=NC=N3. Drug 2: CC12CCC3C(C1CCC2O)C(CC4=C3C=CC(=C4)O)CCCCCCCCCS(=O)CCCC(C(F)(F)F)(F)F. Cell line: NCI/ADR-RES. Synergy scores: CSS=9.88, Synergy_ZIP=3.05, Synergy_Bliss=7.54, Synergy_Loewe=4.13, Synergy_HSA=6.58. (4) Drug 1: C1=NC2=C(N=C(N=C2N1C3C(C(C(O3)CO)O)F)Cl)N. Drug 2: C1C(C(OC1N2C=NC3=C2NC=NCC3O)CO)O. Cell line: BT-549. Synergy scores: CSS=31.7, Synergy_ZIP=4.31, Synergy_Bliss=3.75, Synergy_Loewe=-20.2, Synergy_HSA=1.92. (5) Drug 1: CCN(CC)CCNC(=O)C1=C(NC(=C1C)C=C2C3=C(C=CC(=C3)F)NC2=O)C. Drug 2: B(C(CC(C)C)NC(=O)C(CC1=CC=CC=C1)NC(=O)C2=NC=CN=C2)(O)O. Cell line: NCI-H460. Synergy scores: CSS=67.2, Synergy_ZIP=0.722, Synergy_Bliss=3.02, Synergy_Loewe=1.81, Synergy_HSA=5.51. (6) Drug 1: C1=CC(=CC=C1CCC2=CNC3=C2C(=O)NC(=N3)N)C(=O)NC(CCC(=O)O)C(=O)O. Drug 2: COC1=C2C(=CC3=C1OC=C3)C=CC(=O)O2. Cell line: NCIH23. Synergy scores: CSS=0.304, Synergy_ZIP=0.480, Synergy_Bliss=-0.966, Synergy_Loewe=-3.15, Synergy_HSA=-1.14. (7) Drug 1: C1=CC(=CC=C1CCCC(=O)O)N(CCCl)CCCl. Drug 2: C1=NC2=C(N=C(N=C2N1C3C(C(C(O3)CO)O)O)F)N. Cell line: LOX IMVI. Synergy scores: CSS=20.5, Synergy_ZIP=-8.81, Synergy_Bliss=-2.82, Synergy_Loewe=-7.15, Synergy_HSA=-5.21. (8) Drug 2: COC1=C2C(=CC3=C1OC=C3)C=CC(=O)O2. Synergy scores: CSS=5.22, Synergy_ZIP=-3.29, Synergy_Bliss=-1.81, Synergy_Loewe=-8.80, Synergy_HSA=-5.84. Cell line: CAKI-1. Drug 1: C1CN(CCN1C(=O)CCBr)C(=O)CCBr. (9) Drug 1: CN(C)N=NC1=C(NC=N1)C(=O)N. Drug 2: CC=C1C(=O)NC(C(=O)OC2CC(=O)NC(C(=O)NC(CSSCCC=C2)C(=O)N1)C(C)C)C(C)C. Cell line: SK-MEL-28. Synergy scores: CSS=44.8, Synergy_ZIP=0.0890, Synergy_Bliss=-3.89, Synergy_Loewe=-52.0, Synergy_HSA=-4.64.